This data is from Forward reaction prediction with 1.9M reactions from USPTO patents (1976-2016). The task is: Predict the product of the given reaction. (1) Given the reactants [CH:1]1([N:5]2[C:13]3[C:8](=[CH:9][CH:10]=[C:11]([N:14]4[CH2:19][CH2:18][O:17][CH2:16][CH2:15]4)[CH:12]=3)[C:7]([C:20]#[N:21])=[CH:6]2)[CH2:4][CH2:3][CH2:2]1.C(OB(OC(C)C)OC(C)C)(C)C.[Li+].CC([N-]C(C)C)C.I[C:44]1[CH:50]=[CH:49][C:47]([NH2:48])=[CH:46][CH:45]=1.C([O-])([O-])=O.[K+].[K+], predict the reaction product. The product is: [NH2:48][C:47]1[CH:49]=[CH:50][C:44]([C:6]2[N:5]([CH:1]3[CH2:2][CH2:3][CH2:4]3)[C:13]3[C:8]([C:7]=2[C:20]#[N:21])=[CH:9][CH:10]=[C:11]([N:14]2[CH2:15][CH2:16][O:17][CH2:18][CH2:19]2)[CH:12]=3)=[CH:45][CH:46]=1. (2) Given the reactants [NH:1]1[CH:5]=[CH:4][N:3]=[C:2]1[CH2:6][NH:7][CH2:8][C:9]1[CH:10]=[C:11]2[C:15](=[CH:16][CH:17]=1)[CH:14]([O:18][CH3:19])[CH:13]([CH2:20][CH2:21][CH2:22][CH2:23][N:24]([CH2:28][CH2:29][CH3:30])[CH2:25][CH2:26][CH3:27])[CH2:12]2.[CH3:31][N:32]1[CH:36]=[CH:35][N:34]=[C:33]1[CH:37]=O.C([BH3-])#N.[Na+].C(O)(=O)C, predict the reaction product. The product is: [NH:1]1[CH:5]=[CH:4][N:3]=[C:2]1[CH2:6][N:7]([CH2:8][C:9]1[CH:10]=[C:11]2[C:15](=[CH:16][CH:17]=1)[CH:14]([O:18][CH3:19])[CH:13]([CH2:20][CH2:21][CH2:22][CH2:23][N:24]([CH2:28][CH2:29][CH3:30])[CH2:25][CH2:26][CH3:27])[CH2:12]2)[CH2:37][C:33]1[N:32]([CH3:31])[CH:36]=[CH:35][N:34]=1.